This data is from Choline transporter screen with 302,306 compounds. The task is: Binary Classification. Given a drug SMILES string, predict its activity (active/inactive) in a high-throughput screening assay against a specified biological target. (1) The compound is O=C(N(C12CC3CC(C2)CC(C1)C3)CC)c1oc2c(c1)cccc2. The result is 0 (inactive). (2) The molecule is Fc1ccc(C(=O)Nc2c(oc3c2cccc3)C(=O)N2CCC(N(CCCOCC)C)CC2)cc1. The result is 1 (active). (3) The molecule is Fc1c(C(OCC(=O)NCCNC(=O)COC(=O)c2c(F)cc(F)cc2)=O)ccc(F)c1. The result is 0 (inactive). (4) The drug is FC(F)(F)c1cc(Nc2nc3n(c(=O)c2C=O)cccc3)ccc1. The result is 0 (inactive).